Dataset: Reaction yield outcomes from USPTO patents with 853,638 reactions. Task: Predict the reaction yield, written as a fraction of the theoretical maximum amount of product (1.0 means a 100% yield; for example, 0.34 means a 34% yield). (1) The reactants are [CH3:1][N:2]1[C:6]([C:7]2[CH:12]=[CH:11][CH:10]=[CH:9][CH:8]=2)=[CH:5][C:4]([C:13]([OH:15])=O)=[C:3]1[CH3:16].Cl.Cl.[Cl:19][C:20]1[CH:21]=[C:22]([N:26]2[CH2:31][CH2:30][N:29]([CH2:32][CH2:33][CH2:34][NH2:35])[CH2:28][CH2:27]2)[CH:23]=[CH:24][CH:25]=1.CCN=C=NCCCN(C)C.C1C=CC2N(O)N=NC=2C=1.CN1CCOCC1. The catalyst is C(Cl)Cl.CO. The product is [Cl:19][C:20]1[CH:21]=[C:22]([N:26]2[CH2:27][CH2:28][N:29]([CH2:32][CH2:33][CH2:34][NH:35][C:13]([C:4]3[CH:5]=[C:6]([C:7]4[CH:8]=[CH:9][CH:10]=[CH:11][CH:12]=4)[N:2]([CH3:1])[C:3]=3[CH3:16])=[O:15])[CH2:30][CH2:31]2)[CH:23]=[CH:24][CH:25]=1. The yield is 0.710. (2) The reactants are [OH:1][CH2:2][C@@H:3]([NH:5][C:6]1[N:7]([CH3:40])[C:8](=[O:39])[C:9]2[C:14]([C:15]3[CH:20]=[CH:19][CH:18]=[CH:17][CH:16]=3)=[C:13]([C:21]3[CH:26]=[CH:25][C:24]([C:27]4([NH:31]C(=O)OC(C)(C)C)[CH2:30][CH2:29][CH2:28]4)=[CH:23][CH:22]=3)[O:12][C:10]=2[N:11]=1)[CH3:4].C(O)(C(F)(F)F)=O.Cl.CO. The catalyst is C(Cl)Cl. The product is [NH2:31][C:27]1([C:24]2[CH:25]=[CH:26][C:21]([C:13]3[O:12][C:10]4[N:11]=[C:6]([NH:5][C@@H:3]([CH3:4])[CH2:2][OH:1])[N:7]([CH3:40])[C:8](=[O:39])[C:9]=4[C:14]=3[C:15]3[CH:16]=[CH:17][CH:18]=[CH:19][CH:20]=3)=[CH:22][CH:23]=2)[CH2:28][CH2:29][CH2:30]1. The yield is 0.320.